Dataset: Full USPTO retrosynthesis dataset with 1.9M reactions from patents (1976-2016). Task: Predict the reactants needed to synthesize the given product. (1) Given the product [CH2:34]([O:33][C:31](=[O:32])[NH:30][CH:27]([C:26]1[N:6]([C:7]2[CH:12]=[CH:11][CH:10]=[CH:9][CH:8]=2)[C:4](=[O:5])[C:3]2[C:2](=[CH:16][CH:15]=[CH:14][C:13]=2[CH3:17])[N:1]=1)[CH2:28][CH3:29])[C:35]1[CH:40]=[CH:39][CH:38]=[CH:37][CH:36]=1, predict the reactants needed to synthesize it. The reactants are: [NH2:1][C:2]1[CH:16]=[CH:15][CH:14]=[C:13]([CH3:17])[C:3]=1[C:4]([NH:6][C:7]1[CH:12]=[CH:11][CH:10]=[CH:9][CH:8]=1)=[O:5].O=C1CCC(=O)N1O[C:26](=O)[CH:27]([NH:30][C:31]([O:33][CH2:34][C:35]1[CH:40]=[CH:39][CH:38]=[CH:37][CH:36]=1)=[O:32])[CH2:28][CH3:29].CN(C1C=CC=CN=1)C.C(N(C(C)C)CC)(C)C. (2) Given the product [F:22][C:13]1[CH:14]=[C:15]([CH:20]=[CH:21][C:12]=1[CH2:11][C:10]([C:4]1[CH:3]=[CH:2][C:1]([OH:7])=[CH:6][CH:5]=1)=[O:23])[C:16]([OH:18])=[O:17], predict the reactants needed to synthesize it. The reactants are: [C:1]1([O:7]C)[CH:6]=[CH:5][CH:4]=[CH:3][CH:2]=1.Cl[C:10](=[O:23])[CH2:11][C:12]1[CH:21]=[CH:20][C:15]([C:16]([O:18]C)=[O:17])=[CH:14][C:13]=1[F:22]. (3) Given the product [CH3:6][O:7][C:8]1[CH:9]=[C:10]2[C:14](=[CH:15][CH:16]=1)[NH:13][C:12]([C:17]([F:20])([F:18])[F:19])=[C:11]2[CH:24]=[O:25], predict the reactants needed to synthesize it. The reactants are: O=P(Cl)(Cl)Cl.[CH3:6][O:7][C:8]1[CH:9]=[C:10]2[C:14](=[CH:15][CH:16]=1)[NH:13][C:12]([C:17]([F:20])([F:19])[F:18])=[CH:11]2.CN([CH:24]=[O:25])C. (4) The reactants are: [C:1]([CH2:3][C:4](O)=[O:5])#[N:2].[O:7]1[CH2:10][CH:9]([N:11]2[CH2:16][CH2:15][N:14]([C:17]3[CH:22]=[CH:21][C:20]([NH:23][C:24]4[N:29]=[CH:28][N:27]=[C:26]([C:30]5[CH:31]=[CH:32][C:33]([O:38][C@@H:39]6[CH2:43][CH2:42][NH:41][CH2:40]6)=[C:34]([CH:37]=5)[C:35]#[N:36])[N:25]=4)=[CH:19][CH:18]=3)[CH2:13][CH2:12]2)[CH2:8]1. Given the product [C:1]([CH2:3][C:4]([N:41]1[CH2:42][CH2:43][C@@H:39]([O:38][C:33]2[CH:32]=[CH:31][C:30]([C:26]3[N:25]=[C:24]([NH:23][C:20]4[CH:21]=[CH:22][C:17]([N:14]5[CH2:13][CH2:12][N:11]([CH:9]6[CH2:10][O:7][CH2:8]6)[CH2:16][CH2:15]5)=[CH:18][CH:19]=4)[N:29]=[CH:28][N:27]=3)=[CH:37][C:34]=2[C:35]#[N:36])[CH2:40]1)=[O:5])#[N:2], predict the reactants needed to synthesize it. (5) Given the product [CH2:24]([O:23][C:18]1[CH:19]=[CH:20][CH:21]=[CH:22][C:17]=1[C:12]1[N:11]([C:9]2[CH:8]=[N:7][CH:6]=[C:5]([CH:10]=2)[C:4]([OH:31])=[O:3])[C:15]([CH3:16])=[CH:14][CH:13]=1)[C:25]1[CH:30]=[CH:29][CH:28]=[CH:27][CH:26]=1, predict the reactants needed to synthesize it. The reactants are: C([O:3][C:4](=[O:31])[C:5]1[CH:10]=[C:9]([N:11]2[C:15]([CH3:16])=[CH:14][CH:13]=[C:12]2[C:17]2[CH:22]=[CH:21][CH:20]=[CH:19][C:18]=2[O:23][CH2:24][C:25]2[CH:30]=[CH:29][CH:28]=[CH:27][CH:26]=2)[CH:8]=[N:7][CH:6]=1)C.[OH-].[Na+].CCO. (6) Given the product [ClH:1].[ClH:1].[CH3:36][N:37]1[CH:42]2[CH2:43][CH2:44][CH:38]1[CH2:39][CH:40]([NH:45][C:11]([C:13]1[N:14]=[N:15][C:16]([CH2:32][CH2:33][CH2:34][CH3:35])=[C:17]([C:19]3[CH:24]=[CH:23][C:22]([O:25][CH:26]4[CH2:27][CH2:28][CH2:29][CH2:30][CH2:31]4)=[CH:21][CH:20]=3)[CH:18]=1)=[O:12])[CH2:41]2, predict the reactants needed to synthesize it. The reactants are: [ClH:1].Cl.N1CCOC(CN[C:11]([C:13]2[N:14]=[N:15][C:16]([CH2:32][CH2:33][CH2:34][CH3:35])=[C:17]([C:19]3[CH:24]=[CH:23][C:22]([O:25][CH:26]4[CH2:31][CH2:30][CH2:29][CH2:28][CH2:27]4)=[CH:21][CH:20]=3)[CH:18]=2)=[O:12])C1.[CH3:36][N:37]1[CH:42]2[CH2:43][CH2:44][CH:38]1[CH2:39][CH:40]([NH2:45])[CH2:41]2.C(N(C(C)C)C(C)C)C. (7) Given the product [C:56](=[N:69][C:2]1[CH:3]=[CH:4][C:5]([F:19])=[C:6]([C@:8]2([CH3:18])[CH2:14][C:13]([CH3:16])([CH3:15])[O:12][CH2:11][C:10](=[O:17])[NH:9]2)[CH:7]=1)([C:63]1[CH:64]=[CH:65][CH:66]=[CH:67][CH:68]=1)[C:57]1[CH:62]=[CH:61][CH:60]=[CH:59][CH:58]=1, predict the reactants needed to synthesize it. The reactants are: Br[C:2]1[CH:3]=[CH:4][C:5]([F:19])=[C:6]([C@:8]2([CH3:18])[CH2:14][C:13]([CH3:16])([CH3:15])[O:12][CH2:11][C:10](=[O:17])[NH:9]2)[CH:7]=1.CC(C)([O-])C.[Na+].C(P(C(C)(C)C)C1C=CC=CC=1C1C(C(C)C)=CC(C(C)C)=CC=1C(C)C)(C)(C)C.[C:56](=[NH:69])([C:63]1[CH:68]=[CH:67][CH:66]=[CH:65][CH:64]=1)[C:57]1[CH:62]=[CH:61][CH:60]=[CH:59][CH:58]=1.